Dataset: Full USPTO retrosynthesis dataset with 1.9M reactions from patents (1976-2016). Task: Predict the reactants needed to synthesize the given product. (1) Given the product [C:26]([Si:13]([C:20]1[CH:25]=[CH:24][CH:23]=[CH:22][CH:21]=1)([C:14]1[CH:15]=[CH:16][CH:17]=[CH:18][CH:19]=1)[O:7][CH2:6][C:5]1[O:1][CH:2]=[N:3][CH:4]=1)([CH3:29])([CH3:27])[CH3:28], predict the reactants needed to synthesize it. The reactants are: [O:1]1[C:5]([CH2:6][OH:7])=[CH:4][N:3]=[CH:2]1.N1C=CN=C1.[Si:13](Cl)([C:26]([CH3:29])([CH3:28])[CH3:27])([C:20]1[CH:25]=[CH:24][CH:23]=[CH:22][CH:21]=1)[C:14]1[CH:19]=[CH:18][CH:17]=[CH:16][CH:15]=1.O. (2) Given the product [CH2:35]([NH:34][C:28]1[CH:29]=[C:30]([F:33])[CH:31]=[CH:32][C:27]=1[CH2:26][NH:25][C:22]([C:10]1[N:11]=[C:12]2[N:17]([C:18](=[O:19])[C:9]=1[O:8][CH2:1][C:2]1[CH:7]=[CH:6][CH:5]=[CH:4][CH:3]=1)[CH2:16][CH2:15][O:14][C:13]2([CH3:21])[CH3:20])=[O:24])[CH3:36], predict the reactants needed to synthesize it. The reactants are: [CH2:1]([O:8][C:9]1[C:18](=[O:19])[N:17]2[C:12]([C:13]([CH3:21])([CH3:20])[O:14][CH2:15][CH2:16]2)=[N:11][C:10]=1[C:22]([OH:24])=O)[C:2]1[CH:7]=[CH:6][CH:5]=[CH:4][CH:3]=1.[NH2:25][CH2:26][C:27]1[CH:32]=[CH:31][C:30]([F:33])=[CH:29][C:28]=1[NH:34][CH2:35][CH3:36]. (3) Given the product [CH3:16][C:17]([CH3:35])([O:25][CH2:26][CH2:27][N:28]1[CH2:33][CH2:32][CH:31]([CH:38]=[O:39])[CH2:30][CH2:29]1)[CH2:18][C:19]1[CH:24]=[CH:23][CH:22]=[CH:21][CH:20]=1, predict the reactants needed to synthesize it. The reactants are: C[Si](C=[N+]=[N-])(C)C.C([N-]C(C)C)(C)C.[Li+].[CH3:16][C:17]([CH3:35])([O:25][CH2:26][CH2:27][N:28]1[CH2:33][CH2:32][C:31](=O)[CH2:30][CH2:29]1)[CH2:18][C:19]1[CH:24]=[CH:23][CH:22]=[CH:21][CH:20]=1.C1C[O:39][CH2:38]C1. (4) Given the product [N+:1]([C:4]1[CH:11]=[CH:10][C:7]([C:8]2[O:9][CH:26]=[N:25][CH:24]=2)=[C:6]([CH:12]=[CH2:13])[CH:5]=1)([O-:3])=[O:2], predict the reactants needed to synthesize it. The reactants are: [N+:1]([C:4]1[CH:11]=[CH:10][C:7]([CH:8]=[O:9])=[C:6]([CH:12]=[CH2:13])[CH:5]=1)([O-:3])=[O:2].CC1C=CC(S([CH2:24][N+:25]#[C-:26])(=O)=O)=CC=1.C(=O)([O-])[O-].[K+].[K+].C([O-])(O)=O.[Na+]. (5) Given the product [CH3:15][O:12][C:9]1[CH:2]=[C:3]2[C:6](=[CH:7][CH:8]=1)[NH:14][N:13]=[C:4]2[NH2:5], predict the reactants needed to synthesize it. The reactants are: F[C:2]1[CH:9]=[CH:8][C:7](OC)=[CH:6][C:3]=1[C:4]#[N:5].[OH2:12].[NH2:13][NH2:14].[CH2:15](O)CCC.